This data is from Forward reaction prediction with 1.9M reactions from USPTO patents (1976-2016). The task is: Predict the product of the given reaction. (1) Given the reactants Cl.[CH2:2]([C:9]1([N:19]2[CH2:24][CH2:23][O:22][CH2:21][CH2:20]2)[CH2:18][CH2:17][C:12]2(OCC[O:13]2)[CH2:11][CH2:10]1)[C:3]1[CH:8]=[CH:7][CH:6]=[CH:5][CH:4]=1.C(=O)([O-])[O-].[K+].[K+], predict the reaction product. The product is: [CH2:2]([C:9]1([N:19]2[CH2:24][CH2:23][O:22][CH2:21][CH2:20]2)[CH2:18][CH2:17][C:12](=[O:13])[CH2:11][CH2:10]1)[C:3]1[CH:4]=[CH:5][CH:6]=[CH:7][CH:8]=1. (2) Given the reactants [N+:1]([C:4]1[CH:5]=[CH:6][C:7]([O:10][C:11]2[CH:18]=[CH:17][C:14]([C:15]#[N:16])=[CH:13][C:12]=2[C:19]([F:22])([F:21])[F:20])=[N:8][CH:9]=1)([O-])=O.O.[NH4+].[Cl-], predict the reaction product. The product is: [NH2:1][C:4]1[CH:5]=[CH:6][C:7]([O:10][C:11]2[CH:18]=[CH:17][C:14]([C:15]#[N:16])=[CH:13][C:12]=2[C:19]([F:22])([F:20])[F:21])=[N:8][CH:9]=1. (3) Given the reactants [CH:1]([N:5]1[CH:9]=[C:8]([C:10]2[CH:15]=[CH:14][N+:13]([O-])=[CH:12][CH:11]=2)[C:7]([C:17]2[S:18][C:19]([Cl:22])=[CH:20][CH:21]=2)=[N:6]1)([CH2:3][CH3:4])[CH3:2].P(Cl)(Cl)([Cl:25])=O, predict the reaction product. The product is: [Cl:25][C:14]1[CH:15]=[C:10]([C:8]2[C:7]([C:17]3[S:18][C:19]([Cl:22])=[CH:20][CH:21]=3)=[N:6][N:5]([CH:1]([CH2:3][CH3:4])[CH3:2])[CH:9]=2)[CH:11]=[CH:12][N:13]=1. (4) Given the reactants [CH3:1][C@H:2]([NH:5][C:6](=[O:15])[O:7][CH2:8][C:9]1[CH:14]=[CH:13][CH:12]=[CH:11][CH:10]=1)[CH:3]=[O:4].[CH2:16]([Mg]Br)[CH:17]=[CH2:18].O, predict the reaction product. The product is: [OH:4][CH:3]([CH2:18][CH:17]=[CH2:16])[C@@H:2]([NH:5][C:6](=[O:15])[O:7][CH2:8][C:9]1[CH:14]=[CH:13][CH:12]=[CH:11][CH:10]=1)[CH3:1]. (5) The product is: [CH2:57]([C:59]1[CH:60]=[C:61]([C:62]2[N:64]=[C:12]([C:7]3[CH:6]=[C:5]([CH2:1][CH:2]([CH3:3])[CH3:4])[CH:10]=[C:9]([CH3:11])[N:8]=3)[O:14][N:63]=2)[CH:66]=[C:67]([CH3:70])[C:68]=1[OH:69])[CH3:58]. Given the reactants [CH2:1]([C:5]1[CH:10]=[C:9]([CH3:11])[N:8]=[C:7]([C:12]([OH:14])=O)[CH:6]=1)[CH:2]([CH3:4])[CH3:3].CCN(C(C)C)C(C)C.C1CN([P+](ON2N=NC3C=CC=CC2=3)(N2CCCC2)N2CCCC2)CC1.F[P-](F)(F)(F)(F)F.[CH2:57]([C:59]1[CH:60]=[C:61]([CH:66]=[C:67]([CH3:70])[C:68]=1[OH:69])[C:62]([NH:64]O)=[NH:63])[CH3:58], predict the reaction product. (6) Given the reactants [I:1]I.N1C=CN=C1.C1(P(C2C=CC=CC=2)C2C=CC=CC=2)C=CC=CC=1.O[CH2:28][C@@H:29]1[CH2:33][CH2:32][N:31]([C:34]([O:36][C:37]([CH3:40])([CH3:39])[CH3:38])=[O:35])[CH2:30]1, predict the reaction product. The product is: [I:1][CH2:28][C@@H:29]1[CH2:33][CH2:32][N:31]([C:34]([O:36][C:37]([CH3:40])([CH3:39])[CH3:38])=[O:35])[CH2:30]1. (7) Given the reactants [OH:1][C@@H:2]1[CH2:7][CH2:6][CH2:5][N:4]([C:8]2[N:9]=[C:10]3[CH:27]=[C:26](/[CH:28]=[CH:29]/[C:30]4[S:31][CH:32]=[C:33]([CH:35]([CH3:37])[CH3:36])[N:34]=4)[CH:25]=[CH:24][N:11]3[C:12](=[O:23])[C:13]=2/[CH:14]=[CH:15]/[C:16]([O:18]C(C)(C)C)=[O:17])[CH2:3]1.C(O[C@H]1CCCN(C2N=C3C=C(/C=C/C4SC=C(C(C)C)N=4)C=C[N:50]3[C:51](=[O:62])C=2/C=C/C(OC(C)(C)C)=O)C1)=O.O[C@H]1CCCN(C2N=C3C=C(/C=C/C4SC=C(C(C)C)N=4)C=CN3C(=O)C=2/C=C/C(OC(C)(C)C)=O)C1, predict the reaction product. The product is: [NH2:50][C:51]([O:1][C@@H:2]1[CH2:7][CH2:6][CH2:5][N:4]([C:8]2[N:9]=[C:10]3[CH:27]=[C:26](/[CH:28]=[CH:29]/[C:30]4[S:31][CH:32]=[C:33]([CH:35]([CH3:36])[CH3:37])[N:34]=4)[CH:25]=[CH:24][N:11]3[C:12](=[O:23])[C:13]=2/[CH:14]=[CH:15]/[C:16]([OH:18])=[O:17])[CH2:3]1)=[O:62]. (8) Given the reactants [ClH:1].[OH:2][N:3]1[C:8]([CH3:10])([CH3:9])[CH2:7][CH:6]([OH:11])[CH2:5][C:4]1([CH3:13])[CH3:12], predict the reaction product. The product is: [Cl-:1].[OH:2][NH+:3]1[C:8]([CH3:9])([CH3:10])[CH2:7][CH:6]([OH:11])[CH2:5][C:4]1([CH3:13])[CH3:12].